Dataset: Peptide-MHC class II binding affinity with 134,281 pairs from IEDB. Task: Regression. Given a peptide amino acid sequence and an MHC pseudo amino acid sequence, predict their binding affinity value. This is MHC class II binding data. (1) The MHC is DRB1_1501 with pseudo-sequence DRB1_1501. The peptide sequence is HCNEMSWIQSIPFVH. The binding affinity (normalized) is 0.482. (2) The peptide sequence is ANKIVYTVKVEPHTG. The MHC is DRB5_0101 with pseudo-sequence DRB5_0101. The binding affinity (normalized) is 0.0805. (3) The peptide sequence is IDLNVLLSAAINFFL. The MHC is DRB1_1602 with pseudo-sequence DRB1_1602. The binding affinity (normalized) is 0.209. (4) The peptide sequence is AFILDGDNLVPKV. The MHC is HLA-DQA10501-DQB10201 with pseudo-sequence HLA-DQA10501-DQB10201. The binding affinity (normalized) is 0.435. (5) The peptide sequence is KKLALSLASVAMCRTPF. The MHC is DRB3_0101 with pseudo-sequence DRB3_0101. The binding affinity (normalized) is 0.497. (6) The peptide sequence is ISDFRAAIANYHYDA. The MHC is HLA-DQA10101-DQB10501 with pseudo-sequence HLA-DQA10101-DQB10501. The binding affinity (normalized) is 0.528. (7) The peptide sequence is LTSYLGLTQPFLGLC. The MHC is HLA-DQA10201-DQB10402 with pseudo-sequence HLA-DQA10201-DQB10402. The binding affinity (normalized) is 0.508. (8) The peptide sequence is TLTAFGFASADLIEI. The MHC is DRB1_1302 with pseudo-sequence DRB1_1302. The binding affinity (normalized) is 0.832. (9) The peptide sequence is ETALKKAITAMSEAQKAAKP. The MHC is DRB3_0101 with pseudo-sequence DRB3_0101. The binding affinity (normalized) is 0.353.